Regression. Given a peptide amino acid sequence and an MHC pseudo amino acid sequence, predict their binding affinity value. This is MHC class II binding data. From a dataset of Peptide-MHC class II binding affinity with 134,281 pairs from IEDB. (1) The peptide sequence is ILELAQSETCSPGGQ. The MHC is DRB3_0202 with pseudo-sequence DRB3_0202. The binding affinity (normalized) is 0. (2) The peptide sequence is GHRGAINWQKGDTIK. The MHC is DRB1_1302 with pseudo-sequence DRB1_1302. The binding affinity (normalized) is 0.528. (3) The peptide sequence is IKSDKPLKGPFNFRF. The MHC is HLA-DQA10102-DQB10602 with pseudo-sequence HLA-DQA10102-DQB10602. The binding affinity (normalized) is 0. (4) The peptide sequence is NMFTYEIAPVFVL. The MHC is DRB1_0401 with pseudo-sequence DRB1_0401. The binding affinity (normalized) is 0.341.